This data is from Peptide-MHC class II binding affinity with 134,281 pairs from IEDB. The task is: Regression. Given a peptide amino acid sequence and an MHC pseudo amino acid sequence, predict their binding affinity value. This is MHC class II binding data. (1) The peptide sequence is PWRYSVNANVSPELK. The MHC is DRB3_0101 with pseudo-sequence DRB3_0101. The binding affinity (normalized) is 0.316. (2) The MHC is DRB1_1101 with pseudo-sequence DRB1_1101. The binding affinity (normalized) is 0.409. The peptide sequence is KEAISPPDAASAAPL. (3) The peptide sequence is NKNFFWAVKPKAVRQ. The MHC is DRB1_0404 with pseudo-sequence DRB1_0404. The binding affinity (normalized) is 0.375. (4) The peptide sequence is GQKYFKGNFQRLAIT. The MHC is HLA-DPA10103-DPB10401 with pseudo-sequence HLA-DPA10103-DPB10401. The binding affinity (normalized) is 0.694.